This data is from Full USPTO retrosynthesis dataset with 1.9M reactions from patents (1976-2016). The task is: Predict the reactants needed to synthesize the given product. (1) Given the product [NH:8]1[CH2:9][CH2:10][CH:11]([C:14]([NH:15][C:16]2[S:17][C:18]3[CH:24]=[C:23]([O:25][S:34]([C:31]4[CH:32]=[CH:33][C:28]([F:27])=[CH:29][CH:30]=4)(=[O:36])=[O:35])[CH:22]=[CH:21][C:19]=3[N:20]=2)=[O:26])[CH2:12][CH2:13]1, predict the reactants needed to synthesize it. The reactants are: C(OC([N:8]1[CH2:13][CH2:12][CH:11]([C:14](=[O:26])[NH:15][C:16]2[S:17][C:18]3[CH:24]=[C:23]([OH:25])[CH:22]=[CH:21][C:19]=3[N:20]=2)[CH2:10][CH2:9]1)=O)(C)(C)C.[F:27][C:28]1[CH:33]=[CH:32][C:31]([S:34](Cl)(=[O:36])=[O:35])=[CH:30][CH:29]=1.C(N(CC)CC)C. (2) Given the product [CH3:35][N:2]([CH3:1])[CH2:3][CH2:4][CH2:5][S:6]([N:9]1[CH2:14][CH2:13][CH:12]([C:15]2[C:23]3[C:18](=[C:19]([C:32]([NH2:34])=[O:33])[CH:20]=[C:21]([C:24]4[CH:29]=[CH:28][CH:27]=[C:26]([CH:30]=[O:31])[CH:25]=4)[CH:22]=3)[NH:17][CH:16]=2)[CH2:11][CH2:10]1)(=[O:8])=[O:7], predict the reactants needed to synthesize it. The reactants are: [CH3:1][N:2]([CH3:35])[CH2:3][CH2:4][CH2:5][S:6]([N:9]1[CH2:14][CH2:13][CH:12]([C:15]2[C:23]3[C:18](=[C:19]([C:32]([NH2:34])=[O:33])[CH:20]=[C:21]([C:24]4[CH:29]=[CH:28][CH:27]=[C:26]([CH2:30][OH:31])[CH:25]=4)[CH:22]=3)[NH:17][CH:16]=2)[CH2:11][CH2:10]1)(=[O:8])=[O:7]. (3) Given the product [Cl:1][C:2]1[CH:11]=[CH:10][C:9]2[O:8][C:7]3([CH3:15])[CH2:12][CH2:13][CH2:14][CH:6]3[C:5]3([CH2:16][O:19][C:22]([NH2:23])=[N:20]3)[C:4]=2[CH:3]=1, predict the reactants needed to synthesize it. The reactants are: [Cl:1][C:2]1[CH:11]=[CH:10][C:9]2[O:8][C:7]3([CH3:15])[CH2:12][CH2:13][CH2:14][CH:6]3[C:5](=[CH2:16])[C:4]=2[CH:3]=1.II.[OH-:19].[NH4+:20].C[C:22]#[N:23]. (4) Given the product [CH3:24][O:23][C:13]1[C:11]2[N:12]=[C:8]([NH:7][C:5](=[O:6])[C:4]3[CH:25]=[CH:26][N:27]=[C:2]([N:28]4[CH2:33][CH2:32][O:31][CH2:30][CH2:29]4)[CH:3]=3)[S:9][C:10]=2[C:16]([CH:17]2[CH2:22][CH2:21][O:20][CH2:19][CH2:18]2)=[CH:15][CH:14]=1, predict the reactants needed to synthesize it. The reactants are: Br[C:2]1[CH:3]=[C:4]([CH:25]=[CH:26][N:27]=1)[C:5]([NH:7][C:8]1[S:9][C:10]2[C:16]([CH:17]3[CH2:22][CH2:21][O:20][CH2:19][CH2:18]3)=[CH:15][CH:14]=[C:13]([O:23][CH3:24])[C:11]=2[N:12]=1)=[O:6].[NH:28]1[CH2:33][CH2:32][O:31][CH2:30][CH2:29]1.C(=O)([O-])[O-].[Cs+].[Cs+]. (5) Given the product [Cl:7][C:5]1[N:6]=[C:2]([C:18]2[CH:17]=[CH:16][CH:15]=[C:14]([O:13][CH3:12])[CH:19]=2)[S:3][C:4]=1[C:8]([O:10][CH3:11])=[O:9], predict the reactants needed to synthesize it. The reactants are: Cl[C:2]1[S:3][C:4]([C:8]([O:10][CH3:11])=[O:9])=[C:5]([Cl:7])[N:6]=1.[CH3:12][O:13][C:14]1[CH:15]=[C:16](B(O)O)[CH:17]=[CH:18][CH:19]=1.COCCOC.C([O-])([O-])=O.[Na+].[Na+]. (6) Given the product [F:1][C:2]([F:21])([F:20])[S:3]([O:49][C:46]1[CH:47]=[N:48][C:43]([C:23]([CH3:22])([C:27]2[CH:28]=[CH:29][C:30]([C:33]3[N:34]=[N:35][C:36]([C:39]([F:42])([F:41])[F:40])=[CH:37][CH:38]=3)=[CH:31][CH:32]=2)[CH:24]([CH3:26])[CH3:25])=[CH:44][CH:45]=1)(=[O:5])=[O:4], predict the reactants needed to synthesize it. The reactants are: [F:1][C:2]([F:21])([F:20])[S:3](N(C1C=CC=CN=1)[S:3]([C:2]([F:21])([F:20])[F:1])(=[O:5])=[O:4])(=[O:5])=[O:4].[CH3:22][C:23]([C:43]1[N:48]=[CH:47][C:46]([OH:49])=[CH:45][CH:44]=1)([C:27]1[CH:32]=[CH:31][C:30]([C:33]2[N:34]=[N:35][C:36]([C:39]([F:42])([F:41])[F:40])=[CH:37][CH:38]=2)=[CH:29][CH:28]=1)[CH:24]([CH3:26])[CH3:25].C(N(CC)CC)C. (7) Given the product [CH3:13][C:14]1[N:15]([C:39]2[CH:44]=[CH:43][C:42]([O:45][CH2:46][CH2:47][CH3:48])=[CH:41][CH:40]=2)[C:16](=[O:38])[C:17]([CH2:23][C:24]2[CH:25]=[CH:26][C:27]([C:30]3[CH:35]=[CH:34][CH:33]=[CH:32][C:31]=3[C:36]3[NH:3][C:4](=[O:7])[O:5][N:37]=3)=[CH:28][CH:29]=2)=[C:18]([CH2:20][CH2:21][CH3:22])[N:19]=1, predict the reactants needed to synthesize it. The reactants are: [Cl-].O[NH3+:3].[C:4](=[O:7])([O-])[OH:5].[Na+].CS(C)=O.[CH3:13][C:14]1[N:15]([C:39]2[CH:44]=[CH:43][C:42]([O:45][CH2:46][CH2:47][CH3:48])=[CH:41][CH:40]=2)[C:16](=[O:38])[C:17]([CH2:23][C:24]2[CH:29]=[CH:28][C:27]([C:30]3[C:31]([C:36]#[N:37])=[CH:32][CH:33]=[CH:34][CH:35]=3)=[CH:26][CH:25]=2)=[C:18]([CH2:20][CH2:21][CH3:22])[N:19]=1. (8) Given the product [CH3:15][O:8][C:4]1[C:3]([C:9]2[CH:10]=[CH:11][CH:12]=[CH:13][CH:14]=2)=[C:2]([NH2:1])[N:6]([CH3:7])[N:5]=1, predict the reactants needed to synthesize it. The reactants are: [NH2:1][C:2]1[N:6]([CH3:7])[NH:5][C:4](=[O:8])[C:3]=1[C:9]1[CH:14]=[CH:13][CH:12]=[CH:11][CH:10]=1.[C:15]([O-])([O-])=O.[K+].[K+].IC. (9) Given the product [CH3:15][O:6][C:5](=[O:7])[C:4]1[CH:8]=[CH:9][C:10]([C:11]([F:12])([F:13])[F:14])=[C:2]([NH2:1])[CH:3]=1, predict the reactants needed to synthesize it. The reactants are: [NH2:1][C:2]1[CH:3]=[C:4]([CH:8]=[CH:9][C:10]=1[C:11]([F:14])([F:13])[F:12])[C:5]([OH:7])=[O:6].[CH2:15](OCC)C.CO.C[Si](C=[N+]=[N-])(C)C.